From a dataset of Full USPTO retrosynthesis dataset with 1.9M reactions from patents (1976-2016). Predict the reactants needed to synthesize the given product. (1) Given the product [C:26]([O:25][C:23]([N:21]([CH3:22])[CH2:20][C:19]([NH:18][C:16]1[CH:15]=[CH:14][C:13]([Cl:31])=[C:12]([C:9]2[CH:8]=[CH:7][C:6]([C:4]([OH:5])=[O:3])=[CH:11][CH:10]=2)[CH:17]=1)=[O:30])=[O:24])([CH3:29])([CH3:28])[CH3:27], predict the reactants needed to synthesize it. The reactants are: C([O:3][C:4]([C:6]1[CH:11]=[CH:10][C:9]([C:12]2[CH:17]=[C:16]([NH:18][C:19](=[O:30])[CH2:20][N:21]([C:23]([O:25][C:26]([CH3:29])([CH3:28])[CH3:27])=[O:24])[CH3:22])[CH:15]=[CH:14][C:13]=2[Cl:31])=[CH:8][CH:7]=1)=[O:5])C. (2) Given the product [CH3:28][O:29][C:30]1[CH:37]=[CH:36][CH:35]=[CH:34][C:31]=1[CH2:32][NH:33][C:17]([C@H:13]1[CH2:14][CH2:15][CH2:16][N:11]([C:6]2[CH:7]=[CH:8][CH:9]=[C:10]3[C:5]=2[C:4](=[O:20])[N:3]([CH2:21][C:22]2[CH:23]=[CH:24][N:25]=[CH:26][CH:27]=2)[C:2]3=[O:1])[CH2:12]1)=[O:18], predict the reactants needed to synthesize it. The reactants are: [O:1]=[C:2]1[C:10]2[C:5](=[C:6]([N:11]3[CH2:16][CH2:15][CH2:14][C@H:13]([C:17](O)=[O:18])[CH2:12]3)[CH:7]=[CH:8][CH:9]=2)[C:4](=[O:20])[N:3]1[CH2:21][C:22]1[CH:27]=[CH:26][N:25]=[CH:24][CH:23]=1.[CH3:28][O:29][C:30]1[CH:37]=[CH:36][CH:35]=[CH:34][C:31]=1[CH2:32][NH2:33].F[P-](F)(F)(F)(F)F.N1(O[P+](N(C)C)(N(C)C)N(C)C)C2C=CC=CC=2N=N1. (3) Given the product [Br:1][C:2]1[CH:7]=[CH:6][C:5]2[N:8]=[C:14]([CH2:15][Cl:16])[NH:9][C:4]=2[CH:3]=1, predict the reactants needed to synthesize it. The reactants are: [Br:1][C:2]1[CH:3]=[C:4]([NH2:9])[C:5]([NH2:8])=[CH:6][CH:7]=1.Cl.C(O[C:14](=N)[CH2:15][Cl:16])C.